From a dataset of Forward reaction prediction with 1.9M reactions from USPTO patents (1976-2016). Predict the product of the given reaction. (1) Given the reactants [NH2:1][C@H:2]([C:13]1[CH:18]=[CH:17][CH:16]=[CH:15][CH:14]=1)[C:3]([NH:5][C:6]1[CH:11]=[CH:10][C:9]([F:12])=[CH:8][CH:7]=1)=O.[C:19]([N:26]1[CH2:31][CH2:30][CH2:29][CH2:28][C:27]1=O)([O:21][C:22]([CH3:25])([CH3:24])[CH3:23])=[O:20].[BH-](OC(C)=O)(OC(C)=O)OC(C)=O.[Na+], predict the reaction product. The product is: [C:22]([O:21][C:19]([N:26]1[CH2:31][CH2:30][CH:29]([NH:1][C@H:2]([C:13]2[CH:18]=[CH:17][CH:16]=[CH:15][CH:14]=2)[CH2:3][NH:5][C:6]2[CH:11]=[CH:10][C:9]([F:12])=[CH:8][CH:7]=2)[CH2:28][CH2:27]1)=[O:20])([CH3:25])([CH3:23])[CH3:24]. (2) Given the reactants OC1C2C(=C(C)C(OC)=CC=2)N=C(C2SC=C(C(C)C)N=2)C=1.[CH:23]([C:26]1[N:27]=[C:28]([C:31]2[CH:40]=[C:39]([O:41][CH:42]3[CH2:59][CH:58]4[CH:44]([C:45](=[O:65])[N:46]([CH3:64])[CH2:47][CH2:48][CH2:49][CH2:50][CH:51]=[CH:52][CH:53]5[C:55]([C:61]([OH:63])=[O:62])([NH:56][C:57]4=[O:60])[CH2:54]5)[CH2:43]3)[C:38]3[C:33](=[C:34]([CH3:68])[C:35]([O:66][CH3:67])=[CH:36][CH:37]=3)[N:32]=2)[S:29][CH:30]=1)([CH3:25])[CH3:24], predict the reaction product. The product is: [CH:23]([C:26]1[N:27]=[C:28]([C:31]2[CH:40]=[C:39]([O:41][CH:42]3[CH2:59][CH:58]4[CH:44]([C:45](=[O:65])[NH:46][CH2:64][CH2:47][CH2:48][CH2:49][CH2:50][CH:51]=[CH:52][CH:53]5[C:55]([C:61]([OH:63])=[O:62])([NH:56][C:57]4=[O:60])[CH2:54]5)[CH2:43]3)[C:38]3[C:33](=[C:34]([CH3:68])[C:35]([O:66][CH3:67])=[CH:36][CH:37]=3)[N:32]=2)[S:29][CH:30]=1)([CH3:25])[CH3:24]. (3) Given the reactants ClC1C=C(Cl)C=CC=1C1C(C2NC=CN=2)=CN=C(CCN)N=1.Cl[C:24]1[CH:29]=[CH:28][C:27]([C:30]#[N:31])=[CH:26][N:25]=1.[Cl:32][C:33]1[CH:38]=[C:37]([Cl:39])[CH:36]=[CH:35][C:34]=1[C:40]1[C:45]([C:46]2[NH:47][CH:48]=[CH:49][N:50]=2)=[CH:44][N:43]=[C:42]([NH:51][CH2:52][CH2:53][NH:54]C2C=CC([N+]([O-])=O)=C(OC)N=2)[N:41]=1, predict the reaction product. The product is: [Cl:32][C:33]1[CH:38]=[C:37]([Cl:39])[CH:36]=[CH:35][C:34]=1[C:40]1[C:45]([C:46]2[NH:50][CH:49]=[CH:48][N:47]=2)=[CH:44][N:43]=[C:42]([NH:51][CH2:52][CH2:53][NH:54][C:24]2[N:25]=[CH:26][C:27]([C:30]#[N:31])=[CH:28][CH:29]=2)[N:41]=1. (4) The product is: [CH3:44][O:45][CH2:46][CH2:47][CH2:48][O:49][C:50]1[CH:55]=[C:54]([CH:53]=[CH:52][C:51]=1[O:63][CH3:64])[CH2:56][C@H:57]([CH:58]([CH3:59])[CH3:60])[CH2:61][CH:7]([N:8]=[C:9]([C:10]1[CH:11]=[CH:12][CH:13]=[CH:14][CH:15]=1)[C:16]1[CH:17]=[CH:18][CH:19]=[CH:20][CH:21]=1)[C:6]([O:5][C:1]([CH3:4])([CH3:2])[CH3:3])=[O:22]. Given the reactants [C:1]([O:5][C:6](=[O:22])[CH2:7][N:8]=[C:9]([C:16]1[CH:21]=[CH:20][CH:19]=[CH:18][CH:17]=1)[C:10]1[CH:15]=[CH:14][CH:13]=[CH:12][CH:11]=1)([CH3:4])([CH3:3])[CH3:2].CN(P(N(C)C)(N(C)C)=O)C.[Li+].C[Si]([N-][Si](C)(C)C)(C)C.[CH3:44][O:45][CH2:46][CH2:47][CH2:48][O:49][C:50]1[CH:55]=[C:54]([CH2:56][C@@H:57]([CH2:61]I)[CH:58]([CH3:60])[CH3:59])[CH:53]=[CH:52][C:51]=1[O:63][CH3:64], predict the reaction product. (5) The product is: [C:25]([O:3][CH2:1][CH3:2])(=[O:34])[CH3:20].[CH:5]([O:34][CH:20]([CH3:21])[CH3:19])([CH3:6])[CH3:14].[C:1]([NH:4][C:5]1[CH:6]=[C:7]2[C:12](=[CH:13][CH:14]=1)[CH:11]=[C:10]([S:15]([NH:26][CH2:19][C:20]1[CH:25]=[CH:24][CH:23]=[CH:22][CH:21]=1)(=[O:17])=[O:16])[CH:9]=[CH:8]2)(=[O:3])[CH3:2]. Given the reactants [C:1]([NH:4][C:5]1[CH:6]=[C:7]2[C:12](=[CH:13][CH:14]=1)[CH:11]=[C:10]([S:15](Cl)(=[O:17])=[O:16])[CH:9]=[CH:8]2)(=[O:3])[CH3:2].[CH2:19]([NH2:26])[C:20]1[CH:25]=[CH:24][CH:23]=[CH:22][CH:21]=1.C(N(CC)CC)C.[OH2:34], predict the reaction product. (6) Given the reactants [Br:1][C:2]1[C:3]([NH:9][C:10]2[NH:14][N:13]=[C:12]([CH:15]3[CH2:17][CH2:16]3)[CH:11]=2)=[N:4][C:5](Cl)=[N:6][CH:7]=1.[F:18][C:19]1[CH:20]=[CH:21][C:22]([C@@H:25]([NH2:27])[CH3:26])=[N:23][CH:24]=1.CCN(C(C)C)C(C)C, predict the reaction product. The product is: [Br:1][C:2]1[C:3]([NH:9][C:10]2[CH:11]=[C:12]([CH:15]3[CH2:17][CH2:16]3)[NH:13][N:14]=2)=[N:4][C:5]([NH:27][C@H:25]([C:22]2[CH:21]=[CH:20][C:19]([F:18])=[CH:24][N:23]=2)[CH3:26])=[N:6][CH:7]=1. (7) Given the reactants [Br:1][C:2]1[NH:6][C:5]([Br:7])=[N:4][N:3]=1.[H-].[Na+].[CH2:10](Br)[C:11]1[CH:16]=[CH:15][CH:14]=[CH:13][CH:12]=1, predict the reaction product. The product is: [CH2:10]([N:6]1[C:5]([Br:7])=[N:4][N:3]=[C:2]1[Br:1])[C:11]1[CH:16]=[CH:15][CH:14]=[CH:13][CH:12]=1.